Dataset: Reaction yield outcomes from USPTO patents with 853,638 reactions. Task: Predict the reaction yield, written as a fraction of the theoretical maximum amount of product (1.0 means a 100% yield; for example, 0.34 means a 34% yield). (1) The reactants are Cl[C:2]([F:7])([F:6])C([O-])=O.[Na+].[OH:9][C:10]1[CH:17]=[CH:16][C:13]([CH:14]=[O:15])=[CH:12][C:11]=1[CH3:18].C(=O)([O-])[O-].[K+].[K+]. The catalyst is CN(C=O)C.O. The product is [F:7][CH:2]([F:6])[O:9][C:10]1[CH:17]=[CH:16][C:13]([CH:14]=[O:15])=[CH:12][C:11]=1[CH3:18]. The yield is 0.630. (2) The catalyst is N.CCO. The yield is 0.180. The reactants are [Br:1][C:2]1[CH:3]=[C:4]2[C:11]3([C:15](=[O:16])[N:14]([CH2:17][CH2:18][CH3:19])[C:13](SCCC)=[N:12]3)[CH2:10][CH:9]([C:24]3[CH:29]=[CH:28][CH:27]=[CH:26][CH:25]=3)[O:8][C:5]2=[CH:6][CH:7]=1.[NH4+:30].[I-]. The product is [NH2:30][C:13]1[N:14]([CH2:17][CH2:18][CH3:19])[C:15](=[O:16])[C:11]2([C:4]3[C:5](=[CH:6][CH:7]=[C:2]([Br:1])[CH:3]=3)[O:8][CH:9]([C:24]3[CH:29]=[CH:28][CH:27]=[CH:26][CH:25]=3)[CH2:10]2)[N:12]=1.